Dataset: Peptide-MHC class I binding affinity with 185,985 pairs from IEDB/IMGT. Task: Regression. Given a peptide amino acid sequence and an MHC pseudo amino acid sequence, predict their binding affinity value. This is MHC class I binding data. The peptide sequence is KLFLESGAV. The MHC is HLA-A02:06 with pseudo-sequence HLA-A02:06. The binding affinity (normalized) is 0.453.